This data is from Catalyst prediction with 721,799 reactions and 888 catalyst types from USPTO. The task is: Predict which catalyst facilitates the given reaction. (1) Reactant: [CH2:1]([CH2:5][C:6](=O)[CH3:7])[C:2]([CH3:4])=O.C1(C)C=CC=CC=1.[CH3:16][CH2:17][O:18][C:19]1[CH:20]=[CH:21][C:22]([NH2:25])=[CH:23][CH:24]=1. Product: [CH3:7][C:6]1[N:25]([C:22]2[CH:23]=[CH:24][C:19]([O:18][CH2:17][CH3:16])=[CH:20][CH:21]=2)[C:2]([CH3:4])=[CH:1][CH:5]=1. The catalyst class is: 15. (2) Product: [C:9]([O:13][C:14]([N:16]1[CH2:21][CH2:20][C:19]2[NH:22][C:23]([C:25]3[CH:30]=[CH:29][N:28]=[C:27]([NH2:31])[N:26]=3)=[C:24]([I:1])[C:18]=2[C:17]1=[O:32])=[O:15])([CH3:12])([CH3:10])[CH3:11]. Reactant: [I:1]N1C(=O)CCC1=O.[C:9]([O:13][C:14]([N:16]1[CH2:21][CH2:20][C:19]2[NH:22][C:23]([C:25]3[CH:30]=[CH:29][N:28]=[C:27]([NH2:31])[N:26]=3)=[CH:24][C:18]=2[C:17]1=[O:32])=[O:15])([CH3:12])([CH3:11])[CH3:10].[Al].[O-]S([O-])(=S)=O.[Na+].[Na+]. The catalyst class is: 3.